Task: Predict the reaction yield, written as a fraction of the theoretical maximum amount of product (1.0 means a 100% yield; for example, 0.34 means a 34% yield).. Dataset: Reaction yield outcomes from USPTO patents with 853,638 reactions (1) The reactants are Br[C:2]1[CH:3]=[C:4]2[C:10]([C:11]([O:13][CH3:14])=[O:12])=[N:9][N:8]([S:15]([C:18]3[CH:23]=[CH:22][C:21]([CH3:24])=[CH:20][CH:19]=3)(=[O:17])=[O:16])[C:5]2=[N:6][CH:7]=1.ClCCl.[I-].[C:29]([O:33][C:34]([N:36]1[CH2:39][CH:38]([Zn+])[CH2:37]1)=[O:35])([CH3:32])([CH3:31])[CH3:30].O. The catalyst is CN(C)C(=O)C.[Cu]I. The product is [C:29]([O:33][C:34]([N:36]1[CH2:39][CH:38]([C:2]2[CH:3]=[C:4]3[C:10]([C:11]([O:13][CH3:14])=[O:12])=[N:9][N:8]([S:15]([C:18]4[CH:23]=[CH:22][C:21]([CH3:24])=[CH:20][CH:19]=4)(=[O:17])=[O:16])[C:5]3=[N:6][CH:7]=2)[CH2:37]1)=[O:35])([CH3:32])([CH3:30])[CH3:31]. The yield is 0.480. (2) The reactants are [Cl:1][C:2]1[CH:3]=[N:4][CH:5]=[C:6]([Cl:9])[C:7]=1Cl.[NH:10]1[CH2:18][CH2:17][CH:13]([C:14]([NH2:16])=O)[CH2:12][CH2:11]1.C(N(CC)CC)C. The catalyst is CN1C(=O)CCC1. The product is [Cl:9][C:6]1[CH:5]=[N:4][CH:3]=[C:2]([Cl:1])[C:7]=1[N:10]1[CH2:18][CH2:17][CH:13]([C:14]#[N:16])[CH2:12][CH2:11]1. The yield is 0.330. (3) The reactants are [C:1](=[O:4])([O-])[O-].[K+].[K+].[Cl:7][C:8]1[CH:9]=[C:10]([C@@H:18]([CH2:32][CH:33]2[CH2:37][CH2:36][CH2:35][CH2:34]2)[C:19]([NH:21][C:22]2[CH:26]=[CH:25][N:24]([CH2:27]C=C(C)C)[N:23]=2)=[O:20])[CH:11]=[CH:12][C:13]=1[S:14]([CH3:17])(=[O:16])=[O:15].CS(N)(=O)=O.S([O-])([O-])=[O:44].[Na+].[Na+].[C:49]1([CH3:55])C=CC=C[CH:50]=1. The catalyst is [Fe-3](C#N)(C#N)(C#N)(C#N)(C#N)C#N.[K+].[K+].[K+].[Os](=O)(=O)(=O)=O.CC[C@H]1[C@H]2C[C@H]([C@H](OC3C4C(=CC=CC=4)C(O[C@H](C4C=CN=C5C=4C=C(OC)C=C5)[C@@H]4N5C[C@H](CC)[C@@H](CC5)C4)=NN=3)C3C=CN=C4C=3C=C(OC)C=C4)N(CC2)C1.O.C(OCC)(=O)C.O.C(O)(C)(C)C. The product is [Cl:7][C:8]1[CH:9]=[C:10]([C@@H:18]([CH2:32][CH:33]2[CH2:34][CH2:35][CH2:36][CH2:37]2)[C:19]([NH:21][C:22]2[CH:26]=[CH:25][N:24]([CH2:27][CH:1]([OH:4])[C:49]([OH:44])([CH3:55])[CH3:50])[N:23]=2)=[O:20])[CH:11]=[CH:12][C:13]=1[S:14]([CH3:17])(=[O:16])=[O:15]. The yield is 0.630. (4) The reactants are Br[C:2]1[CH:3]=[C:4]([C:18]([NH2:20])=[O:19])[C:5]2[NH:6][C:7]3[CH:8]=[C:9]([N:15]([CH3:17])[CH3:16])[CH:10]=[CH:11][C:12]=3[C:13]=2[N:14]=1.[Cl:21][C:22]1[CH:23]=[C:24](B(O)O)[CH:25]=[CH:26][C:27]=1[O:28][CH3:29].C([O-])([O-])=O.[Na+].[Na+].N. The catalyst is CN(C=O)C.O.CO.C1C=CC(P(C2C=CC=CC=2)[C-]2C=CC=C2)=CC=1.C1C=CC(P(C2C=CC=CC=2)[C-]2C=CC=C2)=CC=1.Cl[Pd]Cl.[Fe+2].C(Cl)Cl.C(#N)C.COCCOC. The product is [Cl:21][C:22]1[CH:23]=[C:24]([C:2]2[CH:3]=[C:4]([C:18]([NH2:20])=[O:19])[C:5]3[NH:6][C:7]4[CH:8]=[C:9]([N:15]([CH3:17])[CH3:16])[CH:10]=[CH:11][C:12]=4[C:13]=3[N:14]=2)[CH:25]=[CH:26][C:27]=1[O:28][CH3:29]. The yield is 0.800.